This data is from CYP3A4 inhibition data for predicting drug metabolism from PubChem BioAssay. The task is: Regression/Classification. Given a drug SMILES string, predict its absorption, distribution, metabolism, or excretion properties. Task type varies by dataset: regression for continuous measurements (e.g., permeability, clearance, half-life) or binary classification for categorical outcomes (e.g., BBB penetration, CYP inhibition). Dataset: cyp3a4_veith. (1) The drug is O=C(c1ccncc1)N1CCC2(CC1)CN(Cc1ccccc1)C2. The result is 1 (inhibitor). (2) The drug is COc1ccc(CNc2ccnc(-c3c(C)noc3C)n2)c(OC)c1. The result is 1 (inhibitor). (3) The drug is O=C(Nc1ccccc1N1CCOCC1)c1ccccc1[N+](=O)[O-]. The result is 0 (non-inhibitor). (4) The drug is Cc1nonc1NC(=O)OCCN1CCOC1=O. The result is 0 (non-inhibitor). (5) The compound is CN1CCc2cc3c(cc2[C@@H]1O)OCO3. The result is 0 (non-inhibitor). (6) The molecule is CC(CO)(CO)N=Cc1cc(I)cc(I)c1O. The result is 0 (non-inhibitor). (7) The molecule is COc1ccc([C@@H](Nc2ncccn2)c2cc3c(cc2O)OCO3)cc1. The result is 1 (inhibitor). (8) The compound is O=C(O)CCCCCCCC(=O)O. The result is 0 (non-inhibitor).